From a dataset of Full USPTO retrosynthesis dataset with 1.9M reactions from patents (1976-2016). Predict the reactants needed to synthesize the given product. Given the product [C:1]([O:5][C:6]([NH:8][C@H:9]1[C@@:14]([OH:16])([CH3:15])[C@@H:13]([CH3:17])[O:12][C@@H:11]([C:18]2[CH:23]=[CH:22][N:21]=[CH:20][C:19]=2[NH:24][C:25]([C:27]2[N:32]=[C:31]([C:33]3[C:34]([F:44])=[CH:35][C:36]([C:37]([OH:39])=[O:38])=[CH:41][C:42]=3[F:43])[C:30]([F:45])=[CH:29][CH:28]=2)=[O:26])[CH2:10]1)=[O:7])([CH3:2])([CH3:3])[CH3:4], predict the reactants needed to synthesize it. The reactants are: [C:1]([O:5][C:6]([NH:8][C@H:9]1[C@@:14]([OH:16])([CH3:15])[C@@H:13]([CH3:17])[O:12][C@@H:11]([C:18]2[CH:23]=[CH:22][N:21]=[CH:20][C:19]=2[NH:24][C:25]([C:27]2[N:32]=[C:31]([C:33]3[C:42]([F:43])=[CH:41][C:36]([C:37]([O:39]C)=[O:38])=[CH:35][C:34]=3[F:44])[C:30]([F:45])=[CH:29][CH:28]=2)=[O:26])[CH2:10]1)=[O:7])([CH3:4])([CH3:3])[CH3:2].[Li+].[OH-].